This data is from NCI-60 drug combinations with 297,098 pairs across 59 cell lines. The task is: Regression. Given two drug SMILES strings and cell line genomic features, predict the synergy score measuring deviation from expected non-interaction effect. (1) Drug 1: CCC1(CC2CC(C3=C(CCN(C2)C1)C4=CC=CC=C4N3)(C5=C(C=C6C(=C5)C78CCN9C7C(C=CC9)(C(C(C8N6C)(C(=O)OC)O)OC(=O)C)CC)OC)C(=O)OC)O.OS(=O)(=O)O. Drug 2: CC1CCCC2(C(O2)CC(NC(=O)CC(C(C(=O)C(C1O)C)(C)C)O)C(=CC3=CSC(=N3)C)C)C. Cell line: TK-10. Synergy scores: CSS=35.3, Synergy_ZIP=1.64, Synergy_Bliss=0.171, Synergy_Loewe=-7.17, Synergy_HSA=-0.483. (2) Drug 1: C1CCC(C1)C(CC#N)N2C=C(C=N2)C3=C4C=CNC4=NC=N3. Drug 2: CCC1(C2=C(COC1=O)C(=O)N3CC4=CC5=C(C=CC(=C5CN(C)C)O)N=C4C3=C2)O.Cl. Cell line: A498. Synergy scores: CSS=4.02, Synergy_ZIP=-4.99, Synergy_Bliss=2.20, Synergy_Loewe=-5.01, Synergy_HSA=1.30.